This data is from Forward reaction prediction with 1.9M reactions from USPTO patents (1976-2016). The task is: Predict the product of the given reaction. (1) Given the reactants [CH3:1][C:2]1[CH:3]=[N:4][C:5]([CH2:11][S+:12]([O-:24])[C:13]2[NH:14][C:15]3[CH:16]=[CH:17][C:18]([O:22][CH3:23])=[CH:19][C:20]=3[N:21]=2)=[C:6]([CH3:10])[C:7]=1[O:8][CH3:9].[OH-].[Ba+2:26].[OH-], predict the reaction product. The product is: [CH3:1][C:2]1[CH:3]=[N:4][C:5]([CH2:11][S+:12]([O-:24])[C:13]2[NH:14][C:15]3[CH:16]=[CH:17][C:18]([O:22][CH3:23])=[CH:19][C:20]=3[N:21]=2)=[C:6]([CH3:10])[C:7]=1[O:8][CH3:9].[Ba:26]. (2) Given the reactants [C:1]([O:5][C:6](=[O:36])[CH2:7][CH:8]([CH2:12][C:13](=[O:35])[NH:14][O:15][C:16]([C:29]1[CH:34]=[CH:33][CH:32]=[CH:31][CH:30]=1)([C:23]1[CH:28]=[CH:27][CH:26]=[CH:25][CH:24]=1)[C:17]1[CH:22]=[CH:21][CH:20]=[CH:19][CH:18]=1)[C:9](O)=[O:10])([CH3:4])([CH3:3])[CH3:2].[C:37]1([CH2:43][CH2:44][CH2:45][CH2:46][NH2:47])[CH:42]=[CH:41][CH:40]=[CH:39][CH:38]=1, predict the reaction product. The product is: [C:1]([O:5][C:6](=[O:36])[CH2:7][CH:8]([C:9](=[O:10])[NH:47][CH2:46][CH2:45][CH2:44][CH2:43][C:37]1[CH:42]=[CH:41][CH:40]=[CH:39][CH:38]=1)[CH2:12][C:13](=[O:35])[NH:14][O:15][C:16]([C:29]1[CH:30]=[CH:31][CH:32]=[CH:33][CH:34]=1)([C:23]1[CH:28]=[CH:27][CH:26]=[CH:25][CH:24]=1)[C:17]1[CH:18]=[CH:19][CH:20]=[CH:21][CH:22]=1)([CH3:4])([CH3:3])[CH3:2]. (3) Given the reactants [C:1]1([CH:8]=[CH:7][CH:6]=[C:4]([OH:5])[CH:3]=1)[OH:2].[Cl:9][CH2:10][CH2:11][C:12](O)=[O:13].FC(F)(F)S(O)(=O)=O.ClCCl, predict the reaction product. The product is: [Cl:9][CH2:10][CH2:11][C:12]([C:6]1[CH:7]=[CH:8][C:1]([OH:2])=[CH:3][C:4]=1[OH:5])=[O:13]. (4) Given the reactants [Cl:1][C:2]1[S:6][C:5]([C:7]([OH:9])=O)=[CH:4][CH:3]=1.[I:10][C:11]1[CH:16]=[CH:15][C:14]([N:17]2[CH:21]=[C:20]([CH2:22][NH2:23])[N:19]=[CH:18]2)=[CH:13][CH:12]=1.F[P-](F)(F)(F)(F)F.N1(O[P+](N(C)C)(N(C)C)N(C)C)C2C=CC=CC=2N=N1.O, predict the reaction product. The product is: [Cl:1][C:2]1[S:6][C:5]([C:7]([NH:23][CH2:22][C:20]2[N:19]=[CH:18][N:17]([C:14]3[CH:15]=[CH:16][C:11]([I:10])=[CH:12][CH:13]=3)[CH:21]=2)=[O:9])=[CH:4][CH:3]=1. (5) The product is: [Br:20][C:6]1[CH:5]=[C:4]2[C:9]([C:10]([C:12]3[CH:13]=[CH:14][C:15]([O:18][CH3:19])=[CH:16][CH:17]=3)=[N:11][N:2]([NH:1][C:31](=[O:32])[CH2:30][C:25]3[CH:24]=[C:23]([F:22])[CH:28]=[C:27]([F:29])[CH:26]=3)[C:3]2=[O:21])=[CH:8][CH:7]=1. Given the reactants [NH2:1][N:2]1[N:11]=[C:10]([C:12]2[CH:17]=[CH:16][C:15]([O:18][CH3:19])=[CH:14][CH:13]=2)[C:9]2[C:4](=[CH:5][C:6]([Br:20])=[CH:7][CH:8]=2)[C:3]1=[O:21].[F:22][C:23]1[CH:24]=[C:25]([CH2:30][C:31](Cl)=[O:32])[CH:26]=[C:27]([F:29])[CH:28]=1, predict the reaction product. (6) Given the reactants C([O:5][C:6](=[O:39])[CH2:7][O:8][C:9]1[C:14]2[CH2:15][CH2:16][CH2:17][CH2:18][CH:19]([N:20]([S:22]([C:25]3[CH:30]=[C:29]([S:31]([CH3:34])(=[O:33])=[O:32])[CH:28]=[C:27]([S:35]([CH3:38])(=[O:37])=[O:36])[CH:26]=3)(=[O:24])=[O:23])[CH3:21])[C:13]=2[CH:12]=[CH:11][CH:10]=1)(C)(C)C.[OH-].[Na+], predict the reaction product. The product is: [CH3:34][S:31]([C:29]1[CH:30]=[C:25]([S:22]([N:20]([CH3:21])[CH:19]2[C:13]3[CH:12]=[CH:11][CH:10]=[C:9]([O:8][CH2:7][C:6]([OH:39])=[O:5])[C:14]=3[CH2:15][CH2:16][CH2:17][CH2:18]2)(=[O:23])=[O:24])[CH:26]=[C:27]([S:35]([CH3:38])(=[O:37])=[O:36])[CH:28]=1)(=[O:32])=[O:33]. (7) Given the reactants [N+:1]([C:4]1[CH:9]=[CH:8][N+:7]([O-])=[CH:6][C:5]=1[O:11][C:12]1[CH:17]=[CH:16][CH:15]=[CH:14][CH:13]=1)([O-])=O.O, predict the reaction product. The product is: [NH2:1][C:4]1[CH:9]=[CH:8][N:7]=[CH:6][C:5]=1[O:11][C:12]1[CH:17]=[CH:16][CH:15]=[CH:14][CH:13]=1. (8) The product is: [CH:13]1([CH2:16][O:17][C:18]2[CH:19]=[CH:20][C:21]([N:24]3[C:29](=[O:30])[C:28]([CH2:31][C:32]4[CH:33]=[CH:34][C:35]([C:38]5[CH:43]=[CH:42][CH:41]=[CH:40][C:39]=5[C:44]5[NH:3][C:4](=[O:7])[O:5][N:45]=5)=[CH:36][CH:37]=4)=[C:27]([CH2:46][CH2:47][CH3:48])[N:26]=[C:25]3[CH3:49])=[CH:22][CH:23]=2)[CH2:15][CH2:14]1. Given the reactants [Cl-].O[NH3+:3].[C:4](=[O:7])([O-])[OH:5].[Na+].CS(C)=O.[CH:13]1([CH2:16][O:17][C:18]2[CH:23]=[CH:22][C:21]([N:24]3[C:29](=[O:30])[C:28]([CH2:31][C:32]4[CH:37]=[CH:36][C:35]([C:38]5[C:39]([C:44]#[N:45])=[CH:40][CH:41]=[CH:42][CH:43]=5)=[CH:34][CH:33]=4)=[C:27]([CH2:46][CH2:47][CH3:48])[N:26]=[C:25]3[CH3:49])=[CH:20][CH:19]=2)[CH2:15][CH2:14]1, predict the reaction product. (9) Given the reactants [CH3:1][C:2]1[CH:3]=[C:4]([CH:6]=[C:7]([CH3:9])[CH:8]=1)[NH2:5].C(=O)C.O.[OH-].[NH4+].[CH3:16][CH2:17][CH2:18][CH2:19]CC.C(OCC)(=O)C, predict the reaction product. The product is: [CH3:19][C:18]1[CH:17]=[CH:16][C:6]2[C:4](=[CH:3][C:2]([CH3:1])=[CH:8][C:7]=2[CH3:9])[N:5]=1.